Task: Regression. Given two drug SMILES strings and cell line genomic features, predict the synergy score measuring deviation from expected non-interaction effect.. Dataset: NCI-60 drug combinations with 297,098 pairs across 59 cell lines Drug 1: CCN(CC)CCNC(=O)C1=C(NC(=C1C)C=C2C3=C(C=CC(=C3)F)NC2=O)C. Drug 2: COCCOC1=C(C=C2C(=C1)C(=NC=N2)NC3=CC=CC(=C3)C#C)OCCOC.Cl. Cell line: PC-3. Synergy scores: CSS=2.12, Synergy_ZIP=0.888, Synergy_Bliss=5.29, Synergy_Loewe=2.59, Synergy_HSA=3.00.